Dataset: Experimentally validated miRNA-target interactions with 360,000+ pairs, plus equal number of negative samples. Task: Binary Classification. Given a miRNA mature sequence and a target amino acid sequence, predict their likelihood of interaction. (1) The miRNA is mmu-miR-127-3p with sequence UCGGAUCCGUCUGAGCUUGGCU. The protein sequence of the target gene is MGERLLESKKDHQHGEILTQVPDDMLKKKTPRVKSCGEVSVGHASLNRHHRADTGHKPYEYQEYGQKPYKCTYCKKAFSDLPYFRTHEWAHTGGKPYDCEECGKSFISRSSIRRHRIMHSGDGPYKCNFCGKALMCLSLYLIHKRTHTGEKPYECKQCGKAFSHSGSLRIHERTHTGEKPYECSECGKAFHSSTCLHAHKITHTGEKPYECKQCGKAFVSFNSVRYHERTHTGEKPYECKQCGKAFRSASHLRTHGRTHTGEKPYECKQCGKAFGCASSVKIHERTHTGEKPCSSNTSKG.... Result: 0 (no interaction). (2) The miRNA is cel-miR-250-3p with sequence AAUCACAGUCAACUGUUGGC. The protein sequence of the target gene is MGSLGSKNPQTKQAQVLLLGLDSAGKSTLLYKLKLAKDITTIPTIGFNVEMIELERNLSLTVWDVGGQEKMRTVWGCYCENTDGLVYVVDSTDKQRLEESQRQFEHILKNEHIKNVPVVLLANKQDMPGALTAEDITRMFKVKKLCSDRNWYVQPCCALTGEGLAQGFRKLTGFVKSHMKSRGDTLAFFKQN. Result: 0 (no interaction). (3) The miRNA is hsa-miR-6506-3p with sequence UCGUAUCAGAGAUUCCAGACAC. The protein sequence of the target gene is MVVLSVPAEVTVILLDIEGTTTPIAFVKDILFPYIEENVKEYLQTHWEEEECQQDVSLLRKQAEEDAHLDGAVPIPAASGNGVDDLQQMIQAVVDNVCWQMSLDRKTTALKQLQGHMWRAAFTAGRMKAEFFADVVPAVRKWREAGMKVYIYSSGSVEAQKLLFGHSTEGDILELVDGHFDTKIGHKVESESYRKIADSIGCSTNNILFLTDVTREASAAEEADVHVAVVVRPGNAGLTDDEKTYYSLITSFSELYLPSST. Result: 0 (no interaction). (4) The miRNA is hsa-miR-377-3p with sequence AUCACACAAAGGCAACUUUUGU. The protein sequence of the target gene is MLDPSSSEEESDEIVEEESGKEVLGSAPSGARLSPSRTSEGSAGSAGLGGGGAGAGAGVGAGGGGGSGASSGGGAGGLQPSSRAGGGRPSSPSPSVVSEKEKEELERLQKEEEERKKRLQLYVFVMRCIAYPFNAKQPTDMARRQQKISKQQLQTVKDRFQAFLNGETQIMADEAFMNAVQSYYEVFLKSDRVARMVQSGGCSANDSREVFKKHIEKRVRSLPEIDGLSKETVLSSWMAKFDAIYRGEEDPRKQQARMTASAASELILSKEQLYEMFQNILGIKKFEHQLLYNACQLDNP.... Result: 1 (interaction). (5) The miRNA is hsa-miR-4471 with sequence UGGGAACUUAGUAGAGGUUUAA. The protein sequence of the target gene is MPALSTGSGSDTGLYELLAALPAQLQPHVDSQEDLTFLWDMFGEKSLHSLVKIHEKLHYYEKQSPVPILHGAAALADDLAEELQNKPLNSEIRELLKLLSKPNVKALLSVHDTVAQKNYDPVLPPMPEDIDDEEDSVKIIRLVKNREPLGATIKKDEQTGAIIVARIMRGGAADRSGLIHVGDELREVNGIPVEDKRPEEIIQILAQSQGAITFKIIPGSKEETPSKEGKMFIKALFDYNPNEDKAIPCKEAGLSFKKGDILQIMSQDDATWWQAKHEADANPRAGLIPSKHFQERRLAL.... Result: 0 (no interaction). (6) The miRNA is hsa-miR-3691-5p with sequence AGUGGAUGAUGGAGACUCGGUAC. The protein sequence of the target gene is MDQVATLRLESVDLQSSRNNKEHHTQEMGVKRLTVRRGQPFYLRLSFSRPFQSQNDHITFVAETGPKPSELLGTRATFFLTRVQPGNVWSASDFTIDSNSLQVSLFTPANAVIGHYTLKIEISQGQGHSVTYPLGTFILLFNPWSPEDDVYLPSEILLQEYIMRDYGFVYKGHERFITSWPWNYGQFEEDIIDICFEILNKSLYHLKNPAKDCSQRNDVVYVCRVVSAMINSNDDNGVLQGNWGEDYSKGVSPLEWKGSVAILQQWSARGGQPVKYGQCWVFASVMCTVMRCLGVPTRVV.... Result: 0 (no interaction).